This data is from Forward reaction prediction with 1.9M reactions from USPTO patents (1976-2016). The task is: Predict the product of the given reaction. (1) Given the reactants C(=O)(OCC(F)(F)F)OCC(F)(F)F.FC(F)(F)C[NH:18][C:19](=[O:38])[O:20][CH2:21][CH:22]1[CH:27]=[CH:26][CH2:25][CH:24]([CH2:28][O:29][C:30](=[O:37])[NH:31]CC(F)(F)F)[CH2:23]1, predict the reaction product. The product is: [C:30](=[O:37])([O:29][CH2:28][CH:24]1[CH:25]=[CH:26][CH2:27][CH:22]([CH2:21][O:20][C:19](=[O:38])[NH2:18])[CH2:23]1)[NH2:31]. (2) Given the reactants C([O:3][C:4]([CH:6]1[CH2:11][CH2:10][N:9]([C:12]2[CH:13]=[C:14]([CH:18]3[O:22][CH2:21][CH2:20][O:19]3)[CH:15]=[CH:16][CH:17]=2)[CH2:8][CH2:7]1)=[O:5])C.[OH-].[Na+], predict the reaction product. The product is: [C:4]([CH:6]1[CH2:7][CH2:8][N:9]([C:12]2[CH:13]=[C:14]([CH:18]3[O:22][CH2:21][CH2:20][O:19]3)[CH:15]=[CH:16][CH:17]=2)[CH2:10][CH2:11]1)([OH:5])=[O:3]. (3) The product is: [F:1][C:2]1[CH:7]=[CH:6][C:5]([C:8]2([CH2:21][O:22][CH2:23][C:24]3[C:32]4[C:28](=[CH:29][N:30]([CH3:33])[N:31]=4)[CH:27]=[C:26]([C:34]([F:35])([F:36])[F:37])[CH:25]=3)[CH2:13][CH2:12][NH:11][CH2:10][CH2:9]2)=[CH:4][CH:3]=1. Given the reactants [F:1][C:2]1[CH:7]=[CH:6][C:5]([C:8]2([CH2:21][O:22][CH2:23][C:24]3[C:32]4[C:28](=[CH:29][N:30]([CH3:33])[N:31]=4)[CH:27]=[C:26]([C:34]([F:37])([F:36])[F:35])[CH:25]=3)[CH2:13][CH2:12][N:11](C(OC(C)(C)C)=O)[CH2:10][CH2:9]2)=[CH:4][CH:3]=1, predict the reaction product.